This data is from Reaction yield outcomes from USPTO patents with 853,638 reactions. The task is: Predict the reaction yield, written as a fraction of the theoretical maximum amount of product (1.0 means a 100% yield; for example, 0.34 means a 34% yield). (1) The reactants are [CH:1]1[S:2][CH:3]=[C:4]2[C:9]=1[CH:8]=[C:7]([C:10]([O:12]C)=[O:11])[N:6]=[CH:5]2.[OH-].[Na+]. The catalyst is CO.O. The product is [CH:1]1[S:2][CH:3]=[C:4]2[C:9]=1[CH:8]=[C:7]([C:10]([OH:12])=[O:11])[N:6]=[CH:5]2. The yield is 0.970. (2) The reactants are C1COCC1.[CH:6]1([C:9](=[O:12])[CH2:10][CH3:11])[CH2:8][CH2:7]1.[C:13]([O:20][CH2:21][CH3:22])(=[O:19])[C:14]([O:16]CC)=O. The catalyst is C(OCC)C. The product is [CH:6]1([C:9](=[O:12])[CH:10]([CH3:11])[C:14](=[O:16])[C:13]([O:20][CH2:21][CH3:22])=[O:19])[CH2:8][CH2:7]1. The yield is 0.910. (3) The reactants are [C:1](N1C=CN=C1)([N:3]1C=CN=C1)=O.[Cl:13][C:14]1[CH:15]=[CH:16][C:17](F)=[C:18]([C:20]2[N:21]=[C:22]([NH:30][C:31]3[C:36]([C:37](O)=[O:38])=[CH:35][N:34]=[CH:33][CH:32]=3)[C:23]3[CH:29]=[CH:28][CH:27]=[N:26][C:24]=3[N:25]=2)[CH:19]=1.[CH3:41][NH2:42]. The catalyst is CN(C=O)C. The product is [Cl:13][C:14]1[CH:15]=[CH:16][C:17]([NH:42][CH3:41])=[C:18]([C:20]2[N:21]=[C:22]([NH:30][C:31]3[C:36]([C:37]([NH:3][CH3:1])=[O:38])=[CH:35][N:34]=[CH:33][CH:32]=3)[C:23]3[CH:29]=[CH:28][CH:27]=[N:26][C:24]=3[N:25]=2)[CH:19]=1. The yield is 0.190. (4) The reactants are [N+:1]([C:4]1[CH:12]=[C:11]2[C:7]([CH:8]=[N:9][N:10]2[CH:13]2[CH2:18][CH2:17][CH2:16][CH2:15][O:14]2)=[CH:6][CH:5]=1)([O-])=O.[Cl-].[NH4+].C(OCC)(=O)C. The catalyst is O1CCCC1.CO.[Zn]. The product is [O:14]1[CH2:15][CH2:16][CH2:17][CH2:18][CH:13]1[N:10]1[C:11]2[C:7](=[CH:6][CH:5]=[C:4]([NH2:1])[CH:12]=2)[CH:8]=[N:9]1. The yield is 0.850. (5) The reactants are [C:1]([O:5][C:6]([N:8]1[CH2:12][CH2:11][CH2:10][C@@H:9]1[CH2:13][O:14][C:15]1[CH:20]=[CH:19][C:18]([OH:21])=[CH:17][CH:16]=1)=[O:7])([CH3:4])([CH3:3])[CH3:2].Cl[C:23]1[S:24][C:25]2[CH:31]=[C:30]([O:32][CH3:33])[CH:29]=[CH:28][C:26]=2[N:27]=1. No catalyst specified. The product is [C:1]([O:5][C:6]([N:8]1[CH2:12][CH2:11][CH2:10][C@@H:9]1[CH2:13][O:14][C:15]1[CH:20]=[CH:19][C:18]([O:21][C:23]2[S:24][C:25]3[CH:31]=[C:30]([O:32][CH3:33])[CH:29]=[CH:28][C:26]=3[N:27]=2)=[CH:17][CH:16]=1)=[O:7])([CH3:4])([CH3:2])[CH3:3]. The yield is 0.770.